From a dataset of TCR-epitope binding with 47,182 pairs between 192 epitopes and 23,139 TCRs. Binary Classification. Given a T-cell receptor sequence (or CDR3 region) and an epitope sequence, predict whether binding occurs between them. The epitope is RPPIFIRRL. The TCR CDR3 sequence is CASSGTHNEQFF. Result: 1 (the TCR binds to the epitope).